Dataset: Forward reaction prediction with 1.9M reactions from USPTO patents (1976-2016). Task: Predict the product of the given reaction. (1) The product is: [CH2:1]([O:5][C:6]1[CH:11]=[C:10]([O:12][CH2:13][C:14]([F:24])([CH3:16])[CH3:15])[N:9]=[CH:8][N:7]=1)[C:2]#[C:3][CH3:4]. Given the reactants [CH2:1]([O:5][C:6]1[CH:11]=[C:10]([O:12][CH2:13][C:14](O)([CH3:16])[CH3:15])[N:9]=[CH:8][N:7]=1)[C:2]#[C:3][CH3:4].CCN(S(F)(F)[F:24])CC.O, predict the reaction product. (2) Given the reactants N[CH2:2][CH2:3][C:4]1[C:12]2[C:7](=[CH:8][CH:9]=[CH:10][CH:11]=2)[NH:6][CH:5]=1.[C:13]1(=[O:23])[O:18][C:16](=O)[C:15]2=[CH:19][CH:20]=[CH:21][CH:22]=[C:14]12.O.[C:25]1(C)C=CC=CC=1, predict the reaction product. The product is: [NH:6]1[C:7]2[C:12](=[CH:11][CH:10]=[CH:9][CH:8]=2)[C:4]([CH2:3][CH2:2][CH:25]2[C:13](=[O:23])[C:14]3[C:15](=[CH:19][CH:20]=[CH:21][CH:22]=3)[C:16]2=[O:18])=[CH:5]1. (3) Given the reactants [NH2:1][C:2]1[CH:3]=[C:4]([C:8]2[N:9]([C:17]([NH2:19])=[O:18])[C:10]3[C:15]([CH:16]=2)=[CH:14][CH:13]=[CH:12][CH:11]=3)[CH:5]=[CH:6][CH:7]=1.[CH2:20]([C:22]1[CH:23]=[C:24]([N:28]=[C:29]=[O:30])[CH:25]=[CH:26][CH:27]=1)[CH3:21], predict the reaction product. The product is: [CH2:20]([C:22]1[CH:23]=[C:24]([NH:28][C:29]([NH:1][C:2]2[CH:3]=[C:4]([C:8]3[N:9]([C:17]([NH2:19])=[O:18])[C:10]4[C:15]([CH:16]=3)=[CH:14][CH:13]=[CH:12][CH:11]=4)[CH:5]=[CH:6][CH:7]=2)=[O:30])[CH:25]=[CH:26][CH:27]=1)[CH3:21]. (4) Given the reactants Cl[C:2]1[C:11]2[C:6](=[CH:7][CH:8]=[CH:9][CH:10]=2)[CH:5]=[CH:4][N:3]=1.[CH3:12][O:13][C:14]1[CH:15]=[C:16](B(O)O)[CH:17]=[CH:18][CH:19]=1.C1(P(C2CCCCC2)C2C=CC=CC=2C2C(OC)=CC=CC=2OC)CCCCC1.O.[O-]P([O-])([O-])=O.[K+].[K+].[K+], predict the reaction product. The product is: [CH3:12][O:13][C:14]1[CH:19]=[C:18]([C:2]2[C:11]3[C:6](=[CH:7][CH:8]=[CH:9][CH:10]=3)[CH:5]=[CH:4][N:3]=2)[CH:17]=[CH:16][CH:15]=1. (5) Given the reactants [CH3:1][N:2]([CH:4](OC)OC)[CH3:3].[CH3:9][C:10]1[C:15]([C:16]#[N:17])=[CH:14][N:13]=[CH:12][CH:11]=1, predict the reaction product. The product is: [CH3:1][N:2]([CH3:3])/[CH:4]=[CH:9]/[C:10]1[C:15]([C:16]#[N:17])=[CH:14][N:13]=[CH:12][CH:11]=1.